This data is from Peptide-MHC class I binding affinity with 185,985 pairs from IEDB/IMGT. The task is: Regression. Given a peptide amino acid sequence and an MHC pseudo amino acid sequence, predict their binding affinity value. This is MHC class I binding data. The peptide sequence is EGIEGRIAY. The MHC is HLA-A69:01 with pseudo-sequence HLA-A69:01. The binding affinity (normalized) is 0.0847.